This data is from Reaction yield outcomes from USPTO patents with 853,638 reactions. The task is: Predict the reaction yield, written as a fraction of the theoretical maximum amount of product (1.0 means a 100% yield; for example, 0.34 means a 34% yield). (1) The reactants are S(Cl)(Cl)=O.[C:5]([C:8]1[CH:15]=[CH:14][C:11]([CH:12]=[O:13])=[CH:10][CH:9]=1)([OH:7])=O.[CH2:16]([NH:18][CH3:19])[CH3:17]. The catalyst is ClCCl.CN(C)C=O. The product is [CH2:16]([N:18]([CH3:19])[C:5](=[O:7])[C:8]1[CH:15]=[CH:14][C:11]([CH:12]=[O:13])=[CH:10][CH:9]=1)[CH3:17]. The yield is 0.380. (2) The reactants are [NH2:1][C:2]1[C:14]([N+:15]([O-])=O)=[C:13]2[C:5]([C:6]3[C:11]([CH2:18][CH2:19][CH2:20][CH3:21])([CH2:12]2)[CH2:10][CH2:9][C:8](=[O:22])[C:7]=3[CH3:23])=[CH:4][C:3]=1[F:24].CC([O-])=O.[K+]. The catalyst is C(O)C.[Pd]. The product is [NH2:1][C:2]1[C:14]([NH2:15])=[C:13]2[C:5]([C:6]3[C:11]([CH2:18][CH2:19][CH2:20][CH3:21])([CH2:12]2)[CH2:10][CH2:9][C:8](=[O:22])[C:7]=3[CH3:23])=[CH:4][C:3]=1[F:24]. The yield is 0.720. (3) The reactants are C(N(CC)CC)C.I[Si](C)(C)C.C(OC([N:20]1[CH2:25][C:24](=[O:26])[N:23]([C:27]2[CH:32]=[CH:31][CH:30]=[CH:29][C:28]=2[O:33][CH2:34][O:35][CH3:36])[CH2:22][C:21]1([CH3:38])[CH3:37])=O)(C)(C)C.C(=O)(O)[O-].[Na+]. The catalyst is C(Cl)Cl. The product is [CH3:36][O:35][CH2:34][O:33][C:28]1[CH:29]=[CH:30][CH:31]=[CH:32][C:27]=1[N:23]1[CH2:22][C:21]([CH3:37])([CH3:38])[NH:20][CH2:25][C:24]1=[O:26]. The yield is 0.860. (4) The reactants are [CH3:1][Si:2]([CH3:27])([CH3:26])[CH2:3][CH2:4][O:5][CH2:6][N:7]1[C:11]2[N:12]=[CH:13][N:14]=[C:15]([C:16]3[CH:17]=[N:18][N:19]([CH:21]([CH3:25])[CH2:22][C:23]#[N:24])[CH:20]=3)[C:10]=2[CH:9]=[CH:8]1. The catalyst is C(O)C. The product is [CH3:26][Si:2]([CH3:1])([CH3:27])[CH2:3][CH2:4][O:5][CH2:6][N:7]1[C:11]2[N:12]=[CH:13][N:14]=[C:15]([C:16]3[CH:17]=[N:18][N:19]([C@@H:21]([CH3:25])[CH2:22][C:23]#[N:24])[CH:20]=3)[C:10]=2[CH:9]=[CH:8]1. The yield is 0.910.